Dataset: Forward reaction prediction with 1.9M reactions from USPTO patents (1976-2016). Task: Predict the product of the given reaction. (1) Given the reactants C([O:8][C@H:9]1[C@H:15]([O:16]CC2C=CC=CC=2)[C@@H:14]([O:24]CC2C=CC=CC=2)[C@:13]2([C:33]3[CH:38]=[CH:37][C:36]([Cl:39])=[C:35]([CH2:40][C:41]4[CH:46]=[CH:45][C:44]([O:47][CH3:48])=[C:43]([F:49])[C:42]=4[F:50])[CH:34]=3)[O:32][C@@:10]1([C:51]([OH:54])([CH3:53])[CH3:52])[CH2:11][O:12]2)C1C=CC=CC=1.ClC1C=CC=CC=1Cl, predict the reaction product. The product is: [Cl:39][C:36]1[CH:37]=[CH:38][C:33]([C@@:13]23[O:32][C@@:10]([C:51]([OH:54])([CH3:53])[CH3:52])([CH2:11][O:12]2)[C@@H:9]([OH:8])[C@H:15]([OH:16])[C@H:14]3[OH:24])=[CH:34][C:35]=1[CH2:40][C:41]1[CH:46]=[CH:45][C:44]([O:47][CH3:48])=[C:43]([F:49])[C:42]=1[F:50]. (2) Given the reactants C(NC(C)C)(C)C.[Li]C(C)(C)C.[Br:13][C:14]1[CH:22]=[CH:21][C:20]([C:23]([O:25][CH3:26])=[O:24])=[C:19]2[C:15]=1[CH:16]=[CH:17][N:18]2[S:27]([C:30]1[CH:36]=[CH:35][C:33]([CH3:34])=[CH:32][CH:31]=1)(=[O:29])=[O:28].[I:37]I, predict the reaction product. The product is: [Br:13][C:14]1[CH:22]=[CH:21][C:20]([C:23]([O:25][CH3:26])=[O:24])=[C:19]2[C:15]=1[CH:16]=[C:17]([I:37])[N:18]2[S:27]([C:30]1[CH:31]=[CH:32][C:33]([CH3:34])=[CH:35][CH:36]=1)(=[O:29])=[O:28]. (3) Given the reactants [Cl:1][C:2]1[N:7]=[C:6]([CH3:8])[C:5]([NH:9][C:10](=[O:12])[CH3:11])=[CH:4][N:3]=1.C([O-])(=O)C.[K+].C(OC(=O)C)(=O)C.[N:25](OCCC(C)C)=O, predict the reaction product. The product is: [Cl:1][C:2]1[N:3]=[CH:4][C:5]2[N:9]([C:10](=[O:12])[CH3:11])[N:25]=[CH:8][C:6]=2[N:7]=1. (4) Given the reactants [CH3:1][C:2]1[CH:10]=[CH:9][C:8]2[N:7]([CH2:11][CH2:12][C:13]3[CH:14]=[N:15][C:16]([CH3:19])=[CH:17][CH:18]=3)[C:6]3[CH2:20][CH2:21][NH:22][CH2:23][C:5]=3[C:4]=2[CH:3]=1.[C:24](#[N:27])[CH:25]=[CH2:26].N([O-])=O.[NH4+].C([O-])(O)=O.[Na+], predict the reaction product. The product is: [CH3:1][C:2]1[CH:10]=[CH:9][C:8]2[N:7]([CH2:11][CH2:12][C:13]3[CH:14]=[N:15][C:16]([CH3:19])=[CH:17][CH:18]=3)[C:6]3[CH2:20][CH2:21][N:22]([CH2:26][CH2:25][C:24]#[N:27])[CH2:23][C:5]=3[C:4]=2[CH:3]=1. (5) Given the reactants CS(O[CH2:6][CH2:7][C@@H:8]1[CH2:17][C:16]2[C:11](=[CH:12][CH:13]=[CH:14][CH:15]=2)[CH2:10][N:9]1[C:18]([O:20][CH2:21][C:22]1[CH:27]=[CH:26][CH:25]=[CH:24][CH:23]=1)=[O:19])(=O)=O.[C-]#[N:29].[Na+].C(OCC)(=O)C.C([O-])(O)=O.[Na+], predict the reaction product. The product is: [C:6]([CH2:7][C@@H:8]1[CH2:17][C:16]2[C:11](=[CH:12][CH:13]=[CH:14][CH:15]=2)[CH2:10][N:9]1[C:18]([O:20][CH2:21][C:22]1[CH:27]=[CH:26][CH:25]=[CH:24][CH:23]=1)=[O:19])#[N:29]. (6) Given the reactants C(O)[C@H]1O[C@H](O[C@]2(CO)O[C@H](CO)[C@@H](O)[C@@H]2O)[C@H](O)[C@@H](O)[C@@H]1O.C(O)[C@H]1O[C@H](O[C@H]2O[C@H](CO)[C@@H](O)[C@H](O)[C@H]2O)[C@H](O)[C@@H](O)[C@@H]1O.[P:47]([O-:51])([O-:50])([O-:49])=[O:48].[K+].[K+].[K+].[C:55]([O-:67])(=[O:66])[CH2:56][C:57]([CH2:62][C:63]([O-:65])=[O:64])([C:59]([O-:61])=[O:60])[OH:58].[Na+].[Na+].[Na+], predict the reaction product. The product is: [C:55]([O-:67])(=[O:66])[CH2:56][C:57]([CH2:62][C:63]([O-:65])=[O:64])([C:59]([O-:61])=[O:60])[OH:58].[P:47]([O-:51])([O-:50])([O-:49])=[O:48]. (7) Given the reactants [O:1]1[C:5]([C:6]2[S:10][C:9]([C:11]3[CH:19]=[CH:18][C:14]([C:15]([OH:17])=O)=[CH:13][CH:12]=3)=[CH:8][CH:7]=2)=[CH:4][N:3]=[CH:2]1.CCN=C=NCCCN(C)C.Cl.C1C=CC2N(O)N=NC=2C=1.CCN(C(C)C)C(C)C.[NH:51]1[CH2:55][CH2:54][CH2:53][C@H:52]1[CH2:56][N:57]1[CH2:61][CH2:60][CH2:59][CH2:58]1, predict the reaction product. The product is: [O:1]1[C:5]([C:6]2[S:10][C:9]([C:11]3[CH:12]=[CH:13][C:14]([C:15]([N:51]4[CH2:55][CH2:54][CH2:53][C@H:52]4[CH2:56][N:57]4[CH2:61][CH2:60][CH2:59][CH2:58]4)=[O:17])=[CH:18][CH:19]=3)=[CH:8][CH:7]=2)=[CH:4][N:3]=[CH:2]1.